Dataset: Reaction yield outcomes from USPTO patents with 853,638 reactions. Task: Predict the reaction yield, written as a fraction of the theoretical maximum amount of product (1.0 means a 100% yield; for example, 0.34 means a 34% yield). (1) The reactants are C(OC(=O)[NH:7][CH:8]1[CH2:13][C@@H:12]([C:14]2[CH:19]=[C:18]([F:20])[CH:17]=[C:16]([F:21])[C:15]=2[F:22])[C@@H:11]([CH3:23])[N:10]([CH2:24][C:25]([F:28])([F:27])[F:26])[C:9]1=[O:29])(C)(C)C.O.C1(C)C=CC(S(O)(=O)=O)=CC=1.C(=O)([O-])[O-].[K+].[K+]. The catalyst is O. The product is [NH2:7][CH:8]1[CH2:13][C@@H:12]([C:14]2[CH:19]=[C:18]([F:20])[CH:17]=[C:16]([F:21])[C:15]=2[F:22])[C@@H:11]([CH3:23])[N:10]([CH2:24][C:25]([F:28])([F:27])[F:26])[C:9]1=[O:29]. The yield is 0.860. (2) The reactants are Br[C:2]1[N:7]=[N:6][C:5]([NH2:8])=[N:4][C:3]=1[C:9]1[CH:14]=[CH:13][C:12]([F:15])=[CH:11][C:10]=1[F:16].[Cl:17][C:18]1[CH:19]=[C:20](B(O)O)[CH:21]=[CH:22][CH:23]=1. No catalyst specified. The product is [Cl:17][C:18]1[CH:23]=[C:22]([C:2]2[N:7]=[N:6][C:5]([NH2:8])=[N:4][C:3]=2[C:9]2[CH:14]=[CH:13][C:12]([F:15])=[CH:11][C:10]=2[F:16])[CH:21]=[CH:20][CH:19]=1. The yield is 0.150. (3) The reactants are C(O[BH-](OC(=O)C)OC(=O)C)(=O)C.[Na+].[Cl:15][C:16]1[C:17]([CH:28]=O)=[N:18][CH:19]=[C:20]([N:22]([CH2:24][CH:25]2[CH2:27][CH2:26]2)[CH3:23])[N:21]=1.[CH2:30]([NH:37][CH2:38][CH2:39][OH:40])[C:31]1[CH:36]=[CH:35][CH:34]=[CH:33][CH:32]=1.C(=O)([O-])O.[Na+]. The catalyst is C(#N)C.C(O)(=O)C. The product is [CH2:30]([N:37]([CH2:28][C:17]1[C:16]([Cl:15])=[N:21][C:20]([N:22]([CH2:24][CH:25]2[CH2:26][CH2:27]2)[CH3:23])=[CH:19][N:18]=1)[CH2:38][CH2:39][OH:40])[C:31]1[CH:36]=[CH:35][CH:34]=[CH:33][CH:32]=1. The yield is 0.860. (4) The reactants are [F:1][C:2]1[CH:7]=[CH:6][CH:5]=[CH:4][C:3]=1[N:8]1[C:16](=[O:17])[C:15]2[C@@H:14]3[C:18]([CH3:20])([CH3:19])[C@@:11]([CH3:21])([CH2:12][CH2:13]3)[C:10]=2[NH:9]1.[CH2:22](I)[CH:23]=[CH2:24]. The catalyst is CN(C)C=O.C(=O)(O)[O-].[Na+]. The product is [CH2:24]([N:9]1[C:10]2[C@@:11]3([CH3:21])[C:18]([CH3:20])([CH3:19])[C@H:14]([CH2:13][CH2:12]3)[C:15]=2[C:16](=[O:17])[N:8]1[C:3]1[CH:4]=[CH:5][CH:6]=[CH:7][C:2]=1[F:1])[CH:23]=[CH2:22]. The yield is 0.330. (5) The reactants are Cl[C:2]1[CH:3]=[C:4]([N:9]2[C:13]3[C:14](=[O:31])[N:15]([C:18]4[CH:23]=[CH:22][C:21]([N:24]5[CH2:29][CH2:28][CH2:27][CH2:26][C:25]5=[O:30])=[CH:20][CH:19]=4)[CH2:16][CH2:17][C:12]=3[C:11]([C:32]([F:35])([F:34])[F:33])=[N:10]2)[CH:5]=[CH:6][C:7]=1[F:8].C[C:37]([N:39](C)C)=O. The catalyst is [C-]#N.[C-]#N.[Zn+2].C1C=CC(/C=C/C(/C=C/C2C=CC=CC=2)=O)=CC=1.C1C=CC(/C=C/C(/C=C/C2C=CC=CC=2)=O)=CC=1.C1C=CC(/C=C/C(/C=C/C2C=CC=CC=2)=O)=CC=1.[Pd].[Pd].C1C=CC(P(C2C=CC=CC=2)[C-]2C=CC=C2)=CC=1.C1C=CC(P(C2C=CC=CC=2)[C-]2C=CC=C2)=CC=1.[Fe+2].[Zn]. The yield is 0.500. The product is [F:8][C:7]1[CH:6]=[CH:5][C:4]([N:9]2[C:13]3[C:14](=[O:31])[N:15]([C:18]4[CH:19]=[CH:20][C:21]([N:24]5[CH2:29][CH2:28][CH2:27][CH2:26][C:25]5=[O:30])=[CH:22][CH:23]=4)[CH2:16][CH2:17][C:12]=3[C:11]([C:32]([F:35])([F:34])[F:33])=[N:10]2)=[CH:3][C:2]=1[C:37]#[N:39]. (6) The reactants are C(OC([N:8]1[CH2:13][CH2:12][CH2:11][C@H:10]([C:14]2[O:18][N:17]=[C:16]([C:19]3[NH:20][CH:21]=[CH:22][N:23]=3)[N:15]=2)[CH2:9]1)=O)(C)(C)C.[Cl:24]CCl. The catalyst is Cl. The product is [ClH:24].[NH:20]1[CH:21]=[CH:22][N:23]=[C:19]1[C:16]1[N:15]=[C:14]([C@H:10]2[CH2:11][CH2:12][CH2:13][NH:8][CH2:9]2)[O:18][N:17]=1. The yield is 1.00.